This data is from Reaction yield outcomes from USPTO patents with 853,638 reactions. The task is: Predict the reaction yield, written as a fraction of the theoretical maximum amount of product (1.0 means a 100% yield; for example, 0.34 means a 34% yield). (1) The reactants are [C:1]([O:5][C:6]([NH:8][CH:9]([C:13]([O:16][CH3:17])([CH3:15])[CH3:14])[C:10]([OH:12])=[O:11])=[O:7])(C)(C)C.Cl.[OH-].[Na+].ClC(OC)=O. The catalyst is O1CCOCC1. The product is [CH3:17][O:16][C:13]([CH3:15])([CH3:14])[CH:9]([NH:8][C:6]([O:5][CH3:1])=[O:7])[C:10]([OH:12])=[O:11]. The yield is 0.650. (2) The reactants are [NH2:1][C:2]1[CH:3]=[C:4]2[C:8](=[CH:9][CH:10]=1)[NH:7][C:6](=[O:11])[CH2:5]2.[CH3:12][O:13][C:14]1[CH:15]=[C:16]([CH:19]=[C:20]([O:22][CH3:23])[CH:21]=1)C=O.[C:24](O[BH-](OC(=O)C)OC(=O)C)(=O)C.[Na+].CC(O)=O. The catalyst is CN(C=O)C. The product is [CH3:23][O:22][C:20]1[CH:21]=[C:14]([O:13][CH3:12])[CH:15]=[CH:16][C:19]=1[CH2:24][NH:1][C:2]1[CH:3]=[C:4]2[C:8](=[CH:9][CH:10]=1)[NH:7][C:6](=[O:11])[CH2:5]2. The yield is 0.510.